Task: Regression/Classification. Given a drug SMILES string, predict its absorption, distribution, metabolism, or excretion properties. Task type varies by dataset: regression for continuous measurements (e.g., permeability, clearance, half-life) or binary classification for categorical outcomes (e.g., BBB penetration, CYP inhibition). Dataset: pampa_ncats.. Dataset: PAMPA (Parallel Artificial Membrane Permeability Assay) permeability data from NCATS (1) The drug is CCOC1=CC=C(C=C1)C2=CSC(=N2)N3CCC(CC3)C(=O)N. The result is 1 (high permeability). (2) The drug is C1CN(CCC1C(=O)N)C2=NC(=CS2)C3=CC(=CC=C3)Br. The result is 1 (high permeability). (3) The compound is C1CN(CCC1C2=NNN=N2)C3=NC(=CS3)C4=CC=C(C=C4)Br. The result is 1 (high permeability). (4) The molecule is CCOC1=CC=CC=C1C(=O)NC2=C(N=CC=C2)C(=O)NC3=CC(=CC=C3)S(=O)(=O)C(F)(F)F. The result is 0 (low-to-moderate permeability). (5) The drug is CC1=CC=C(C=C1)S(=O)(=O)NC2=C(C=CN=C2)C(=O)NC3=CC=C(C=C3)S(=O)(=O)NC4=NC=CS4. The result is 0 (low-to-moderate permeability). (6) The molecule is CC1=NOC(=C1)CNC(=O)C2=CC3=C(C=C2)N(C(=O)N3CC4CC4)C5CCCCC5. The result is 1 (high permeability).